Dataset: Forward reaction prediction with 1.9M reactions from USPTO patents (1976-2016). Task: Predict the product of the given reaction. (1) Given the reactants [CH3:1][O:2][C:3](=[O:12])[C:4]1[CH:9]=[C:8]([OH:10])[CH:7]=[C:6]([OH:11])[CH:5]=1.N1C=CC=CC=1.[S:19](O[S:19]([C:22]([F:25])([F:24])[F:23])(=[O:21])=[O:20])([C:22]([F:25])([F:24])[F:23])(=[O:21])=[O:20], predict the reaction product. The product is: [F:23][C:22]([F:25])([F:24])[S:19]([O:11][C:6]1[CH:5]=[C:4]([CH:9]=[C:8]([O:10][S:19]([C:22]([F:23])([F:24])[F:25])(=[O:20])=[O:21])[CH:7]=1)[C:3]([O:2][CH3:1])=[O:12])(=[O:21])=[O:20]. (2) Given the reactants [CH3:1][N:2]1[C:10]([CH3:11])=[C:9]2[C:4]([CH:5]=[C:6]([N+:12]([O-])=O)[CH:7]=[CH:8]2)=[N:3]1.[Sn](Cl)(Cl)(Cl)Cl.Cl.CCOCC, predict the reaction product. The product is: [CH3:1][N:2]1[C:10]([CH3:11])=[C:9]2[C:4]([CH:5]=[C:6]([NH2:12])[CH:7]=[CH:8]2)=[N:3]1. (3) Given the reactants O.[NH2:2][NH2:3].[CH:4](=[C:11]([CH2:14][CH3:15])[CH:12]=O)[C:5]1[CH:10]=[CH:9][CH:8]=[CH:7][CH:6]=1.O, predict the reaction product. The product is: [CH2:14]([CH:11]1[CH:4]([C:5]2[CH:10]=[CH:9][CH:8]=[CH:7][CH:6]=2)[NH:3][N:2]=[CH:12]1)[CH3:15]. (4) Given the reactants C(O)(C(F)(F)F)=O.O=[C:9]([C:17]1[CH:18]=[C:19]2[C:23](=[CH:24][CH:25]=1)[NH:22][C:21](=[O:26])[CH2:20]2)[CH2:10][CH2:11][C:12]([O:14][CH2:15][CH3:16])=[O:13].C([SiH](CC)CC)C, predict the reaction product. The product is: [O:26]=[C:21]1[CH2:20][C:19]2[C:23](=[CH:24][CH:25]=[C:17]([CH2:9][CH2:10][CH2:11][C:12]([O:14][CH2:15][CH3:16])=[O:13])[CH:18]=2)[NH:22]1.